Dataset: Experimentally validated miRNA-target interactions with 360,000+ pairs, plus equal number of negative samples. Task: Binary Classification. Given a miRNA mature sequence and a target amino acid sequence, predict their likelihood of interaction. (1) The miRNA is hsa-miR-4722-5p with sequence GGCAGGAGGGCUGUGCCAGGUUG. The protein sequence of the target gene is MSVEPPPELEEKAASEPEAGAMPEKRAGAQAAGSTWLQGFGRPSVYHAAIVIFLEFFAWGLLTTPMLTVLHETFSQHTFLMNGLIQGVKGLLSFLSAPLIGALSDVWGRKPFLLGTVFFTCFPIPLMRISPWWYFAMISVSGVFSVTFSVIFAYVADVTQEHERSTAYGWVSATFAASLVSSPAIGAYLSASYGDSLVVLVATVVALLDICFILVAVPESLPEKMRPVSWGAQISWKQADPFASLKKVGKDSTVLLICITVFLSYLPEAGQYSSFFLYLRQVIGFGSVKIAAFIAMVGIL.... Result: 1 (interaction). (2) The miRNA is hsa-miR-374b-5p with sequence AUAUAAUACAACCUGCUAAGUG. The protein sequence of the target gene is MRMLLGIPYVDKSVLSNSVLERGKQDKSKLLLVDKCHYELDVEERKEDFVGGFGFGVVENSHKDVMVLPHHHYYPSYSSPSSSSLCYCSAGVSDPMFSVSSNQAYTSSHSGMFTPAGSGSAAVTVADPFFSLSSSGEMRRSMNEDAGAAFSEAQWHELERQRNIYKYMMASVPVPPELLTPFPKNHQSNTNPDVDTYRSGMFSIYADYKNLPLSMWMTVTVAVATGGSLQLGIASSASNNTADLEPWRCKRTDGKKWRCSRNVIPDQKYCERHTHKSRPRSRKHVESSHQSSHHNDIRTA.... Result: 0 (no interaction). (3) The miRNA is hsa-miR-6847-3p with sequence GGCUCAUGUGUCUGUCCUCUUC. The protein sequence of the target gene is MPNSERHGGKKDGSGGASGTLQPSSGGGSSNSRERHRLVSKHKRHKSKHSKDMGLVTPEAASLGTVIKPLVEYDDISSDSDTFSDDMAFKLDRRENDERRGSDRSDRLHKHRHHQHRRSRDLLKAKQTEKEKSQEVSSKSGSMKDRISGSSKRSNEETDDYGKAQVAKSSSKESRSSKLHKEKTRKERELKSGHKDRSKSHRKRETPKSYKTVDSPKRRSRSPHRKWSDSSKQDDSPSGASYGQDYDLSPSRSHTSSNYDSYKKSPGSTSRRQSVSPPYKEPSAYQSSTRSPSPYSRRQR.... Result: 0 (no interaction). (4) The miRNA is hsa-miR-6826-3p with sequence CUCCCCUCUCUUUCCUGUUCAG. The protein sequence of the target gene is MSGCVLLSRGATAAAAAARASRVLREFTARRRPLHTSLQSCSFAKELFLGNIEQKGVFPFPEVSQHELSEINQFVGPLEKFFTEEVDSRKIDQEGKIPVDTLEKLKSLGLFGIQVPEEYGGLGLSNTMYARLGEIISLDASITVTLAAHQAIGLKGIILVGNEEQKAKYLPKLSSGEHIAAFCLTEPASGSDAASIQTRATLSEDKKYFILNGSKVWITNGGLANIFTVFAKTEVVDSDGSKTDKMTAFIVERDFGGITNGKPEDKLGIRGSNTCEVHFENTRVPVENVLGEVGGGFKVA.... Result: 0 (no interaction). (5) The miRNA is hsa-miR-6868-3p with sequence UUCCUUCUGUUGUCUGUGCAG. The protein sequence of the target gene is MAAPSPSGGGGSGGGGGTPGPIGPPASGHPAVSSMQGKRKALKLNFANPPVKSTARFTLNPNTTGVQNPHIERLRTHSIESSGKLKISPEQHWDFTAEDLKDLGEIGRGAYGSVNKMVHKPSGQIMAVKRIRSTVDEKEQKQLLMDLDVVMRSSDCPYIVQFYGALFREGDCWICMELMSTSFDKFYKYVYSVLDDVIPEEILGKITLATVKALNHLKENLKIIHRDIKPSNILLDRSGNIKLCDFGISGQLVDSIAKTRDAGCRPYMAPERIDPSASRQGYDVRSDVWSLGITLYELAT.... Result: 0 (no interaction). (6) The miRNA is hsa-miR-409-3p with sequence GAAUGUUGCUCGGUGAACCCCU. The protein sequence of the target gene is MAAQGWSMLLLAVLNLGIFVRPCDTQELRCLCIQEHSEFIPLKLIKNIMVIFETIYCNRKEVIAVPKNGSMICLDPDAPWVKATVGPITNRFLPEDLKQKEFPPAMKLLYSVEHEKPLYLSFGRPENKRIFPFPIRETSRHFADLAHNSDRNFLRDSSEVSLTGSDA. Result: 0 (no interaction).